This data is from Forward reaction prediction with 1.9M reactions from USPTO patents (1976-2016). The task is: Predict the product of the given reaction. Given the reactants Cl[CH2:2][CH:3]=O.C([O:9][C:10](=[O:28])[C:11]1[C:16]([NH:17][C:18]2[CH:23]=[CH:22][C:21]([Br:24])=[CH:20][C:19]=2[Cl:25])=[C:15]([F:26])[C:14]([NH2:27])=[N:13][CH:12]=1)(C)(C)C, predict the reaction product. The product is: [Br:24][C:21]1[CH:22]=[CH:23][C:18]([NH:17][C:16]2[C:11]([C:10]([OH:9])=[O:28])=[CH:12][N:13]3[CH:2]=[CH:3][N:27]=[C:14]3[C:15]=2[F:26])=[C:19]([Cl:25])[CH:20]=1.